Predict the reactants needed to synthesize the given product. From a dataset of Retrosynthesis with 50K atom-mapped reactions and 10 reaction types from USPTO. (1) Given the product O=C(NCCc1c[nH]c2ccc(Cl)cc12)c1ccc(Cc2cccc(F)c2)cn1, predict the reactants needed to synthesize it. The reactants are: NCCc1c[nH]c2ccc(Cl)cc12.O=C(O)c1ccc(Cc2cccc(F)c2)cn1. (2) Given the product Nc1cc(-c2cccc(NCc3cccc(F)c3)n2)c(Cl)cn1, predict the reactants needed to synthesize it. The reactants are: Fc1cccc(CNc2cccc(-c3cc(F)ncc3Cl)n2)c1.[NH4+]. (3) Given the product CCCCS(=O)(=O)OF, predict the reactants needed to synthesize it. The reactants are: C=COCCCl.Cc1cc([S+](c2ccccc2)c2ccccc2)cc(C)c1O. (4) Given the product Cc1c(C=C2C(=O)Nc3ncnc(Nc4ccc(F)c(Cl)c4)c32)[nH]c2c1C(=O)N(CCN1CCCCC1)CC2, predict the reactants needed to synthesize it. The reactants are: Cc1c(C=O)[nH]c2c1C(=O)N(CCN1CCCCC1)CC2.O=C1Cc2c(ncnc2Nc2ccc(F)c(Cl)c2)N1.